Regression. Given two drug SMILES strings and cell line genomic features, predict the synergy score measuring deviation from expected non-interaction effect. From a dataset of NCI-60 drug combinations with 297,098 pairs across 59 cell lines. (1) Drug 1: C(CN)CNCCSP(=O)(O)O. Drug 2: N.N.Cl[Pt+2]Cl. Cell line: RPMI-8226. Synergy scores: CSS=55.0, Synergy_ZIP=-4.44, Synergy_Bliss=-4.54, Synergy_Loewe=-1.68, Synergy_HSA=3.06. (2) Drug 1: C1=CC(=CC=C1CCC2=CNC3=C2C(=O)NC(=N3)N)C(=O)NC(CCC(=O)O)C(=O)O. Drug 2: CC1=C2C(C(=O)C3(C(CC4C(C3C(C(C2(C)C)(CC1OC(=O)C(C(C5=CC=CC=C5)NC(=O)C6=CC=CC=C6)O)O)OC(=O)C7=CC=CC=C7)(CO4)OC(=O)C)O)C)OC(=O)C. Cell line: IGROV1. Synergy scores: CSS=29.0, Synergy_ZIP=-14.0, Synergy_Bliss=-8.22, Synergy_Loewe=-5.81, Synergy_HSA=-3.76. (3) Drug 1: CC12CCC(CC1=CCC3C2CCC4(C3CC=C4C5=CN=CC=C5)C)O. Synergy scores: CSS=23.0, Synergy_ZIP=10.8, Synergy_Bliss=15.0, Synergy_Loewe=14.2, Synergy_HSA=15.3. Drug 2: CC1CCCC2(C(O2)CC(NC(=O)CC(C(C(=O)C(C1O)C)(C)C)O)C(=CC3=CSC(=N3)C)C)C. Cell line: MDA-MB-231. (4) Synergy scores: CSS=-7.99, Synergy_ZIP=3.37, Synergy_Bliss=1.33, Synergy_Loewe=-3.78, Synergy_HSA=-3.78. Cell line: EKVX. Drug 1: CC1=CC=C(C=C1)C2=CC(=NN2C3=CC=C(C=C3)S(=O)(=O)N)C(F)(F)F. Drug 2: C(CN)CNCCSP(=O)(O)O. (5) Drug 1: CCCCCOC(=O)NC1=NC(=O)N(C=C1F)C2C(C(C(O2)C)O)O. Drug 2: CS(=O)(=O)OCCCCOS(=O)(=O)C. Cell line: SF-539. Synergy scores: CSS=4.21, Synergy_ZIP=-0.586, Synergy_Bliss=0.802, Synergy_Loewe=-0.423, Synergy_HSA=0.640. (6) Drug 1: C1=NC2=C(N=C(N=C2N1C3C(C(C(O3)CO)O)O)F)N. Drug 2: C#CCC(CC1=CN=C2C(=N1)C(=NC(=N2)N)N)C3=CC=C(C=C3)C(=O)NC(CCC(=O)O)C(=O)O. Cell line: HT29. Synergy scores: CSS=44.0, Synergy_ZIP=-0.578, Synergy_Bliss=-6.68, Synergy_Loewe=-19.3, Synergy_HSA=-7.70. (7) Drug 1: C1CCC(C1)C(CC#N)N2C=C(C=N2)C3=C4C=CNC4=NC=N3. Drug 2: CC1=C(C(CCC1)(C)C)C=CC(=CC=CC(=CC(=O)O)C)C. Cell line: SNB-75. Synergy scores: CSS=2.90, Synergy_ZIP=-0.920, Synergy_Bliss=0.725, Synergy_Loewe=-5.05, Synergy_HSA=-2.75. (8) Drug 1: CC1C(C(CC(O1)OC2CC(CC3=C2C(=C4C(=C3O)C(=O)C5=C(C4=O)C(=CC=C5)OC)O)(C(=O)CO)O)N)O.Cl. Drug 2: C1=NC2=C(N1)C(=S)N=CN2. Cell line: EKVX. Synergy scores: CSS=15.2, Synergy_ZIP=-3.68, Synergy_Bliss=-0.996, Synergy_Loewe=0.514, Synergy_HSA=1.28. (9) Drug 1: CNC(=O)C1=CC=CC=C1SC2=CC3=C(C=C2)C(=NN3)C=CC4=CC=CC=N4. Drug 2: CC(C)NC(=O)C1=CC=C(C=C1)CNNC.Cl. Cell line: NCI-H460. Synergy scores: CSS=-1.03, Synergy_ZIP=1.72, Synergy_Bliss=1.47, Synergy_Loewe=-4.65, Synergy_HSA=-2.43.